This data is from Reaction yield outcomes from USPTO patents with 853,638 reactions. The task is: Predict the reaction yield, written as a fraction of the theoretical maximum amount of product (1.0 means a 100% yield; for example, 0.34 means a 34% yield). (1) The reactants are [Br:1][C:2]1[CH:16]=[C:15](/[CH:17]=[CH:18]/[CH:19]([C:24]2[CH:29]=[C:28]([Cl:30])[C:27]([Cl:31])=[C:26]([Cl:32])[CH:25]=2)[C:20]([F:23])([F:22])[F:21])[CH:14]=[CH:13][C:3]=1[C:4]([NH:6][CH:7]1[CH2:12][CH2:11][NH:10][CH2:9][CH2:8]1)=[O:5].[CH2:33]([N:35](CC)CC)[CH3:34].BrCC#N. The catalyst is C1COCC1.C(OCC)(=O)C. The product is [Br:1][C:2]1[CH:16]=[C:15](/[CH:17]=[CH:18]/[CH:19]([C:24]2[CH:25]=[C:26]([Cl:32])[C:27]([Cl:31])=[C:28]([Cl:30])[CH:29]=2)[C:20]([F:23])([F:21])[F:22])[CH:14]=[CH:13][C:3]=1[C:4]([NH:6][CH:7]1[CH2:12][CH2:11][N:10]([CH2:34][C:33]#[N:35])[CH2:9][CH2:8]1)=[O:5]. The yield is 0.468. (2) The reactants are C[O:2][C:3](=[O:23])[CH:4]([C:11]1[CH:16]=[CH:15][C:14]([C:17]2[CH:18]=[N:19][CH:20]=[CH:21][CH:22]=2)=[CH:13][CH:12]=1)[CH2:5][CH:6]1[CH2:10][CH2:9][CH2:8][CH2:7]1.[OH-].[Li+]. The catalyst is O1CCCC1. The product is [CH:6]1([CH2:5][CH:4]([C:11]2[CH:12]=[CH:13][C:14]([C:17]3[CH:18]=[N:19][CH:20]=[CH:21][CH:22]=3)=[CH:15][CH:16]=2)[C:3]([OH:23])=[O:2])[CH2:10][CH2:9][CH2:8][CH2:7]1. The yield is 0.630. (3) The reactants are [N:1]([CH2:4][C:5]([C:7]1[CH:12]=[CH:11][C:10]([N+:13]([O-:15])=[O:14])=[CH:9][CH:8]=1)=[O:6])=[N+]=[N-].[CH3:16][O:17][C:18](=[O:24])[CH2:19][CH2:20][C:21](Cl)=O.C1(P(C2C=CC=CC=2)C2C=CC=CC=2)C=CC=CC=1. The catalyst is ClCCCl. The product is [CH3:16][O:17][C:18](=[O:24])[CH2:19][CH2:20][C:21]1[O:6][C:5]([C:7]2[CH:12]=[CH:11][C:10]([N+:13]([O-:15])=[O:14])=[CH:9][CH:8]=2)=[CH:4][N:1]=1. The yield is 0.230. (4) The reactants are [O:1]1[CH2:5][CH2:4][CH:3]([OH:6])[CH2:2]1.[H-].[Na+].F[C:10]1[CH:15]=[CH:14][C:13]([S:16]([CH3:19])(=[O:18])=[O:17])=[CH:12][C:11]=1[C:20]1[C:29]2[C:24](=[CH:25][CH:26]=[CH:27][CH:28]=2)[C:23](=[O:30])[N:22]([CH3:31])[CH:21]=1. The catalyst is CN(C=O)C. The product is [CH3:31][N:22]1[CH:21]=[C:20]([C:11]2[CH:12]=[C:13]([S:16]([CH3:19])(=[O:18])=[O:17])[CH:14]=[CH:15][C:10]=2[O:6][CH:3]2[CH2:4][CH2:5][O:1][CH2:2]2)[C:29]2[C:24](=[CH:25][CH:26]=[CH:27][CH:28]=2)[C:23]1=[O:30]. The yield is 0.397. (5) The reactants are Cl[C:2]1[C:11]2[C:6](=[CH:7][CH:8]=[C:9](OC(F)(F)F)[CH:10]=2)[N:5]=[C:4]([N:17]2[CH2:23][C:22]3[CH:24]=[CH:25][CH:26]=[CH:27][C:21]=3[S:20](=[O:29])(=[O:28])[CH2:19][CH2:18]2)[CH:3]=1.[NH2:30][CH2:31][CH2:32][C:33]#[N:34].[C:35]1(P(C2C=CC=CC=2)C2C=CC3C(=CC=CC=3)C=2C2C3C(=CC=CC=3)C=CC=2P(C2C=CC=CC=2)C2C=CC=CC=2)C=CC=CC=1.CC(C)([O-])C.[Na+]. The catalyst is C1C=CC(/C=C/C(/C=C/C2C=CC=CC=2)=O)=CC=1.C1C=CC(/C=C/C(/C=C/C2C=CC=CC=2)=O)=CC=1.C1C=CC(/C=C/C(/C=C/C2C=CC=CC=2)=O)=CC=1.[Pd].[Pd].C1(C)C=CC=CC=1. The product is [O:28]=[S:20]1(=[O:29])[C:21]2[CH:27]=[CH:26][CH:25]=[CH:24][C:22]=2[CH2:23][N:17]([C:4]2[CH:3]=[C:2]([NH:34][CH2:33][CH2:32][C:31]#[N:30])[C:11]3[C:6](=[CH:7][CH:8]=[C:9]([CH3:35])[CH:10]=3)[N:5]=2)[CH2:18][CH2:19]1. The yield is 0.700. (6) The yield is 0.180. The catalyst is CN(C=O)C. The reactants are [CH3:1][C:2]1[C:3]([NH:11][C:12]2[CH:13]=[N:14][C:15]([CH3:18])=[CH:16][CH:17]=2)=[N:4][CH:5]=[C:6]([CH:10]=1)[C:7]([OH:9])=O.[CH:19]1[CH:20]=[CH:21]C2N(O)N=[N:25][C:23]=2[CH:24]=1.CN1CCOCC1.C(Cl)CCl.N1CCCCC1. The product is [CH3:1][C:2]1[CH:10]=[C:6]([C:7]([N:25]2[CH2:21][CH2:20][CH2:19][CH2:24][CH2:23]2)=[O:9])[CH:5]=[N:4][C:3]=1[NH:11][C:12]1[CH:13]=[N:14][C:15]([CH3:18])=[CH:16][CH:17]=1.